Predict which catalyst facilitates the given reaction. From a dataset of Catalyst prediction with 721,799 reactions and 888 catalyst types from USPTO. Reactant: [N:1]1([CH2:7][CH2:8][CH2:9][O:10][C:11]2[CH:19]=[CH:18][C:14]([C:15]([Cl:17])=[O:16])=[C:13]([C:20]([F:23])([F:22])[F:21])[CH:12]=2)[CH2:6][CH2:5][CH2:4][CH2:3][CH2:2]1.[CH2:24]1[C:32]2[C:27](=[CH:28][CH:29]=[CH:30][CH:31]=2)[CH2:26][NH:25]1.CCN(CC1C=CC=CC=1)CC.C=CC1C=CC=CC=1.C=CC1C=CC(C=C)=CC=1. Product: [ClH:17].[N:1]1([CH2:7][CH2:8][CH2:9][O:10][C:11]2[CH:19]=[CH:18][C:14]([C:15]([N:25]3[CH2:26][C:27]4[C:32](=[CH:31][CH:30]=[CH:29][CH:28]=4)[CH2:24]3)=[O:16])=[C:13]([C:20]([F:23])([F:22])[F:21])[CH:12]=2)[CH2:6][CH2:5][CH2:4][CH2:3][CH2:2]1. The catalyst class is: 2.